Dataset: CYP2D6 inhibition data for predicting drug metabolism from PubChem BioAssay. Task: Regression/Classification. Given a drug SMILES string, predict its absorption, distribution, metabolism, or excretion properties. Task type varies by dataset: regression for continuous measurements (e.g., permeability, clearance, half-life) or binary classification for categorical outcomes (e.g., BBB penetration, CYP inhibition). Dataset: cyp2d6_veith. (1) The molecule is CNC(=O)[C@@H]1O[C@@H](n2cnc3c(NCc4ccc(N)cc4)ncnc32)[C@@H](O)[C@H]1O. The result is 0 (non-inhibitor). (2) The compound is O=C(c1cccc(F)c1)N1CCC2(CC1)CN(Cc1ccccc1)C2. The result is 1 (inhibitor).